This data is from Forward reaction prediction with 1.9M reactions from USPTO patents (1976-2016). The task is: Predict the product of the given reaction. (1) Given the reactants [NH:1]1[CH2:6][CH2:5][CH:4]([OH:7])[CH2:3][CH2:2]1.C(O)(=O)C.[CH3:12][C:13]([CH3:15])=O, predict the reaction product. The product is: [CH3:12][CH:13]([N:1]1[CH2:6][CH2:5][CH:4]([OH:7])[CH2:3][CH2:2]1)[CH3:15]. (2) Given the reactants [CH3:1][CH2:2][CH2:3][CH2:4][CH2:5][C:6]1[CH:7]=[C:8]([OH:23])[C:9]([C@H:13]2[C@H:18]([C:19]([CH3:21])=[CH2:20])[CH2:17][CH2:16][C:15]([CH3:22])=[CH:14]2)=[C:10]([OH:12])[CH:11]=1.[Si:24]([O:31][CH2:32][C:33]([OH:35])=[O:34])([C:27]([CH3:30])([CH3:29])[CH3:28])([CH3:26])[CH3:25].C1(N=C=NC2CCCCC2)CCCCC1, predict the reaction product. The product is: [CH3:1][CH2:2][CH2:3][CH2:4][CH2:5][C:6]1[CH:11]=[C:10]([OH:12])[C:9]([C@H:13]2[C@H:18]([C:19]([CH3:21])=[CH2:20])[CH2:17][CH2:16][C:15]([CH3:22])=[CH:14]2)=[C:8]([OH:23])[CH:7]=1.[Si:24]([O:31][CH2:32][C:33]([O-:35])=[O:34])([C:27]([CH3:30])([CH3:29])[CH3:28])([CH3:26])[CH3:25]. (3) The product is: [Cl:1][C:2]1[C:3]([F:11])=[C:4]([CH:8]=[CH:9][CH:10]=1)[C:5]([Cl:15])=[O:6]. Given the reactants [Cl:1][C:2]1[C:3]([F:11])=[C:4]([CH:8]=[CH:9][CH:10]=1)[C:5](O)=[O:6].C(Cl)(=O)C([Cl:15])=O, predict the reaction product. (4) Given the reactants [CH2:1]([N:8]1[CH2:13][CH2:12][C:11]([NH:21][C:22]2[CH:27]=[CH:26][CH:25]=[CH:24][CH:23]=2)([CH2:14][C:15]2[CH:20]=[CH:19][CH:18]=[CH:17][N:16]=2)[CH2:10][CH2:9]1)[C:2]1[CH:7]=[CH:6][CH:5]=[CH:4][CH:3]=1.[C:28](OC(=O)C)(=[O:30])[CH3:29], predict the reaction product. The product is: [CH2:1]([N:8]1[CH2:9][CH2:10][C:11]([N:21]([C:22]2[CH:27]=[CH:26][CH:25]=[CH:24][CH:23]=2)[C:28](=[O:30])[CH3:29])([CH2:14][C:15]2[CH:20]=[CH:19][CH:18]=[CH:17][N:16]=2)[CH2:12][CH2:13]1)[C:2]1[CH:3]=[CH:4][CH:5]=[CH:6][CH:7]=1. (5) Given the reactants [NH2:1][C@@H:2]([CH2:20][C:21]1[CH:26]=[C:25]([F:27])[CH:24]=[C:23]([F:28])[CH:22]=1)[C@H:3]([OH:19])[CH2:4][NH:5][CH:6]1[C:15]2[C:10](=[CH:11][CH:12]=[C:13]([CH2:16][CH3:17])[CH:14]=2)[N:9]([CH3:18])[CH2:8][CH2:7]1.[C:29](N1C=CN=C1)(=[O:31])[CH3:30], predict the reaction product. The product is: [F:27][C:25]1[CH:26]=[C:21]([CH:22]=[C:23]([F:28])[CH:24]=1)[CH2:20][C@H:2]([NH:1][C:29](=[O:31])[CH3:30])[C@H:3]([OH:19])[CH2:4][NH:5][CH:6]1[C:15]2[C:10](=[CH:11][CH:12]=[C:13]([CH2:16][CH3:17])[CH:14]=2)[N:9]([CH3:18])[CH2:8][CH2:7]1. (6) The product is: [CH3:10][O:11][C:12](=[O:24])[CH2:13][CH2:14][C:15]1[CH:20]=[CH:19][C:18]([O:21][C:2]2[CH:9]=[CH:8][CH:7]=[C:4]([C:5]#[N:6])[CH:3]=2)=[CH:17][C:16]=1[CH2:22][CH3:23]. Given the reactants Br[C:2]1[CH:3]=[C:4]([CH:7]=[CH:8][CH:9]=1)[C:5]#[N:6].[CH3:10][O:11][C:12](=[O:24])[CH2:13][CH2:14][C:15]1[CH:20]=[CH:19][C:18]([OH:21])=[CH:17][C:16]=1[CH2:22][CH3:23].C(=O)([O-])[O-].[Cs+].[Cs+].CC(C)(C(=O)CC(=O)C(C)(C)C)C, predict the reaction product.